From a dataset of Reaction yield outcomes from USPTO patents with 853,638 reactions. Predict the reaction yield, written as a fraction of the theoretical maximum amount of product (1.0 means a 100% yield; for example, 0.34 means a 34% yield). The reactants are Cl.[NH:2]([C:4]1[CH:5]=[CH:6][C:7]([CH3:10])=[N:8][CH:9]=1)[NH2:3].[F:11][C:12]([F:19])([F:18])[C:13](=O)[CH2:14][C:15]#[N:16].Cl. The product is [CH3:10][C:7]1[N:8]=[CH:9][C:4]([N:2]2[C:15]([NH2:16])=[CH:14][C:13]([C:12]([F:19])([F:18])[F:11])=[N:3]2)=[CH:5][CH:6]=1. The catalyst is C(O)C. The yield is 0.100.